The task is: Predict the product of the given reaction.. This data is from Forward reaction prediction with 1.9M reactions from USPTO patents (1976-2016). (1) Given the reactants [CH3:1][N:2]1[C:7](=[O:8])[C:6]2[C:9]([C:30]3[CH:35]=[CH:34][CH:33]=[CH:32][CH:31]=3)=[C:10]([C:12]3[CH:17]=[CH:16][C:15]([C:18]4([NH:22][C:23](=[O:29])[O:24][C:25]([CH3:28])([CH3:27])[CH3:26])[CH2:21][CH2:20][CH2:19]4)=[CH:14][CH:13]=3)[O:11][C:5]=2[N:4]=[C:3]1S(C)(=O)=O.[CH:40]1([Mg]Cl)[CH2:42][CH2:41]1, predict the reaction product. The product is: [CH:40]1([C:3]2[N:2]([CH3:1])[C:7](=[O:8])[C:6]3[C:9]([C:30]4[CH:35]=[CH:34][CH:33]=[CH:32][CH:31]=4)=[C:10]([C:12]4[CH:17]=[CH:16][C:15]([C:18]5([NH:22][C:23](=[O:29])[O:24][C:25]([CH3:28])([CH3:27])[CH3:26])[CH2:19][CH2:20][CH2:21]5)=[CH:14][CH:13]=4)[O:11][C:5]=3[N:4]=2)[CH2:42][CH2:41]1. (2) Given the reactants Cl[C:2]1[N:12]=[CH:11][CH:10]=[CH:9][C:3]=1[C:4]([O:6][CH2:7][CH3:8])=[O:5].[CH3:13][N:14]([CH2:16][C:17]1[CH:24]=[CH:23][C:20]([CH:21]=[CH2:22])=[CH:19][CH:18]=1)[CH3:15].C(N(CC)CC)C.C1(C)C=CC=CC=1P(C1C=CC=CC=1C)C1C=CC=CC=1C, predict the reaction product. The product is: [CH3:15][N:14]([CH2:16][C:17]1[CH:18]=[CH:19][C:20](/[CH:21]=[CH:22]/[C:2]2[N:12]=[CH:11][CH:10]=[CH:9][C:3]=2[C:4]([O:6][CH2:7][CH3:8])=[O:5])=[CH:23][CH:24]=1)[CH3:13]. (3) Given the reactants [Cl:1][C:2]1[CH:10]=[C:9]2[C:5]([CH2:6][CH2:7][NH:8]2)=[CH:4][CH:3]=1.[CH3:11][N:12]1[CH:16]=[C:15]([C:17]2[N:22]=[N:21][C:20]([N:23]3[CH2:28][CH2:27][C:26](=O)[CH2:25][CH2:24]3)=[CH:19][CH:18]=2)[CH:14]=[N:13]1, predict the reaction product. The product is: [Cl:1][C:2]1[CH:10]=[C:9]2[C:5]([CH2:6][CH2:7][N:8]2[CH:26]2[CH2:27][CH2:28][N:23]([C:20]3[N:21]=[N:22][C:17]([C:15]4[CH:14]=[N:13][N:12]([CH3:11])[CH:16]=4)=[CH:18][CH:19]=3)[CH2:24][CH2:25]2)=[CH:4][CH:3]=1. (4) The product is: [C:1]([O:5][C:6]([N:8]1[CH2:30][C@H:31]2[N:36]([C:37](=[O:44])[C:38]3[CH:39]=[CH:40][CH:41]=[CH:42][CH:43]=3)[CH2:35][C@H:34]([OH:33])[C@H:32]2[N:9]1[C:10](=[O:29])[C@@H:11]([NH:16][C:17](=[O:28])[C:18]1[CH:23]=[CH:22][C:21]([C:24]([CH3:27])([CH3:25])[CH3:26])=[CH:20][CH:19]=1)[CH2:12][CH:13]([CH3:15])[CH3:14])=[O:7])([CH3:4])([CH3:3])[CH3:2]. Given the reactants [C:1]([O:5][C:6]([N:8]([CH2:30][C@@H:31]1[N:36]([C:37](=[O:44])[C:38]2[CH:43]=[CH:42][CH:41]=[CH:40][CH:39]=2)[CH2:35][CH:34]2[CH:32]1[O:33]2)[NH:9][C:10](=[O:29])[C@@H:11]([NH:16][C:17](=[O:28])[C:18]1[CH:23]=[CH:22][C:21]([C:24]([CH3:27])([CH3:26])[CH3:25])=[CH:20][CH:19]=1)[CH2:12][CH:13]([CH3:15])[CH3:14])=[O:7])([CH3:4])([CH3:3])[CH3:2].C(=O)([O-])[O-].[K+].[K+], predict the reaction product. (5) The product is: [Cl:22][C:18]1[O:17][C:16]([S:15][CH2:14][C:5]2[C:6]([C:10]([F:12])([F:13])[F:11])=[N:7][N:8]([CH3:9])[C:4]=2[O:3][CH:2]([F:1])[F:21])=[N:20][CH:19]=1. Given the reactants [F:1][CH:2]([F:21])[O:3][C:4]1[N:8]([CH3:9])[N:7]=[C:6]([C:10]([F:13])([F:12])[F:11])[C:5]=1[CH2:14][S:15][C:16]1[O:17][CH:18]=[CH:19][N:20]=1.[Cl:22]N1C(=O)CCC1=O.O, predict the reaction product.